From a dataset of Forward reaction prediction with 1.9M reactions from USPTO patents (1976-2016). Predict the product of the given reaction. (1) Given the reactants C(O[C:6]([N:8]1[CH2:12][C:11](=[N:13][O:14][CH3:15])[CH2:10][C@H:9]1[C:16]([OH:18])=O)=[O:7])(C)(C)C.[N:19]1[CH:24]=[CH:23][C:22]([C:25]2[CH:33]=[CH:32][C:28](C(O)=O)=[CH:27][CH:26]=2)=[CH:21][CH:20]=1.[NH2:34][C@@H:35]([CH2:44][OH:45])[C@H:36]([C:38]1[CH:43]=[CH:42][CH:41]=[CH:40][CH:39]=1)[OH:37], predict the reaction product. The product is: [OH:37][C@@H:36]([C:38]1[CH:43]=[CH:42][CH:41]=[CH:40][CH:39]=1)[C@@H:35]([NH:34][C:16]([C@@H:9]1[CH2:10][C:11](=[N:13][O:14][CH3:15])[CH2:12][N:8]1[C:6](=[O:7])[C:28]1[CH:27]=[CH:26][C:25]([C:22]2[CH:21]=[CH:20][N:19]=[CH:24][CH:23]=2)=[CH:33][CH:32]=1)=[O:18])[CH2:44][OH:45]. (2) Given the reactants B(Br)(Br)Br.C[O:6][C:7]1[CH:21]=[CH:20][C:10]([CH2:11][CH:12]([C:18]#[CH:19])[CH2:13][C:14]([O:16][CH3:17])=[O:15])=[CH:9][CH:8]=1, predict the reaction product. The product is: [OH:6][C:7]1[CH:8]=[CH:9][C:10]([CH2:11][CH:12]([C:18]#[CH:19])[CH2:13][C:14]([O:16][CH3:17])=[O:15])=[CH:20][CH:21]=1. (3) Given the reactants [CH3:1][C:2]([OH:6])([C:4]#[CH:5])[CH3:3].C(N(CC)CC)C.[N+:14](=[CH:16][C:17]([O:19][CH2:20][CH3:21])=[O:18])=[N-:15], predict the reaction product. The product is: [OH:6][C:2]([C:4]1[NH:15][N:14]=[C:16]([C:17]([O:19][CH2:20][CH3:21])=[O:18])[CH:5]=1)([CH3:3])[CH3:1]. (4) Given the reactants [CH3:1][O:2][C:3](=[O:21])[C@@H:4]([NH:13][C:14]([O:16][C:17]([CH3:20])([CH3:19])[CH3:18])=[O:15])[CH2:5][C:6]1[CH:11]=[CH:10][C:9]([NH2:12])=[CH:8][CH:7]=1.[Cl:22][C:23]1[N:32]=[C:31](Cl)[C:30]2[C:25](=[CH:26][C:27]([O:36][CH3:37])=[C:28]([O:34][CH3:35])[CH:29]=2)[N:24]=1, predict the reaction product. The product is: [CH3:1][O:2][C:3](=[O:21])[C@@H:4]([NH:13][C:14]([O:16][C:17]([CH3:18])([CH3:20])[CH3:19])=[O:15])[CH2:5][C:6]1[CH:11]=[CH:10][C:9]([NH:12][C:31]2[C:30]3[C:25](=[CH:26][C:27]([O:36][CH3:37])=[C:28]([O:34][CH3:35])[CH:29]=3)[N:24]=[C:23]([Cl:22])[N:32]=2)=[CH:8][CH:7]=1. (5) Given the reactants [CH3:1][C:2]1[CH:7]=[CH:6][C:5]([N+:8]([O-:10])=[O:9])=[CH:4][C:3]=1[NH2:11].C(N(CC)CC)C.[F:19][C:20]([F:31])([F:30])[C:21](O[C:21](=[O:22])[C:20]([F:31])([F:30])[F:19])=[O:22].Cl, predict the reaction product. The product is: [F:19][C:20]([F:31])([F:30])[C:21]([NH:11][C:3]1[CH:4]=[C:5]([N+:8]([O-:10])=[O:9])[CH:6]=[CH:7][C:2]=1[CH3:1])=[O:22]. (6) Given the reactants [Cl:1][C:2]1[NH:7][C:6](=[O:8])[N:5]([CH3:9])[C:4](=[O:10])[CH:3]=1.C(=O)([O-])[O-].[K+].[K+].[CH2:17](I)[CH2:18][CH3:19].O, predict the reaction product. The product is: [Cl:1][C:2]1[N:7]([CH2:17][CH2:18][CH3:19])[C:6](=[O:8])[N:5]([CH3:9])[C:4](=[O:10])[CH:3]=1. (7) Given the reactants [NH2:1][C:2]12[CH2:9][CH2:8][C:5]([C:10](=[O:26])[CH2:11][C:12]3[C:21]4[C:16](=[C:17]([CH3:24])[CH:18]=[C:19]([O:22][CH3:23])[CH:20]=4)[N:15]=[CH:14][C:13]=3[F:25])([CH2:6][CH2:7]1)[O:4][CH2:3]2.[BH4-].[Na+].O, predict the reaction product. The product is: [NH2:1][C:2]12[CH2:9][CH2:8][C:5]([CH:10]([OH:26])[CH2:11][C:12]3[C:21]4[C:16](=[C:17]([CH3:24])[CH:18]=[C:19]([O:22][CH3:23])[CH:20]=4)[N:15]=[CH:14][C:13]=3[F:25])([CH2:6][CH2:7]1)[O:4][CH2:3]2.